From a dataset of NCI-60 drug combinations with 297,098 pairs across 59 cell lines. Regression. Given two drug SMILES strings and cell line genomic features, predict the synergy score measuring deviation from expected non-interaction effect. (1) Drug 1: C1=C(C(=O)NC(=O)N1)N(CCCl)CCCl. Drug 2: C1=CC(=CC=C1CC(C(=O)O)N)N(CCCl)CCCl.Cl. Cell line: SNB-75. Synergy scores: CSS=33.1, Synergy_ZIP=6.91, Synergy_Bliss=9.99, Synergy_Loewe=1.25, Synergy_HSA=8.00. (2) Drug 1: C(=O)(N)NO. Drug 2: CC1CCC2CC(C(=CC=CC=CC(CC(C(=O)C(C(C(=CC(C(=O)CC(OC(=O)C3CCCCN3C(=O)C(=O)C1(O2)O)C(C)CC4CCC(C(C4)OC)O)C)C)O)OC)C)C)C)OC. Cell line: HOP-92. Synergy scores: CSS=-0.268, Synergy_ZIP=0.616, Synergy_Bliss=-0.439, Synergy_Loewe=-12.3, Synergy_HSA=-4.27. (3) Drug 1: CNC(=O)C1=CC=CC=C1SC2=CC3=C(C=C2)C(=NN3)C=CC4=CC=CC=N4. Drug 2: CN(C)C1=NC(=NC(=N1)N(C)C)N(C)C. Cell line: UACC62. Synergy scores: CSS=1.99, Synergy_ZIP=-0.732, Synergy_Bliss=-1.77, Synergy_Loewe=-6.99, Synergy_HSA=-2.65. (4) Drug 1: C1=CC(=CC=C1CCCC(=O)O)N(CCCl)CCCl. Drug 2: CC1C(C(CC(O1)OC2CC(OC(C2O)C)OC3=CC4=CC5=C(C(=O)C(C(C5)C(C(=O)C(C(C)O)O)OC)OC6CC(C(C(O6)C)O)OC7CC(C(C(O7)C)O)OC8CC(C(C(O8)C)O)(C)O)C(=C4C(=C3C)O)O)O)O. Cell line: HOP-62. Synergy scores: CSS=11.2, Synergy_ZIP=5.15, Synergy_Bliss=1.12, Synergy_Loewe=0.596, Synergy_HSA=0.572. (5) Synergy scores: CSS=28.5, Synergy_ZIP=-7.39, Synergy_Bliss=-0.932, Synergy_Loewe=-5.53, Synergy_HSA=0.344. Cell line: NCI-H460. Drug 2: CCC1=C2CN3C(=CC4=C(C3=O)COC(=O)C4(CC)O)C2=NC5=C1C=C(C=C5)O. Drug 1: CN(C)N=NC1=C(NC=N1)C(=O)N.